From a dataset of Forward reaction prediction with 1.9M reactions from USPTO patents (1976-2016). Predict the product of the given reaction. (1) The product is: [C:36]([C@H:32]1[CH2:33][CH2:34][CH2:35][C@H:30]([O:8][C:1](=[O:9])[C:2]2[CH:7]=[CH:6][CH:5]=[CH:4][CH:3]=2)[CH2:31]1)#[N:37]. Given the reactants [C:1]([OH:9])(=[O:8])[C:2]1[CH:7]=[CH:6][CH:5]=[CH:4][CH:3]=1.C1(P(C2C=CC=CC=2)C2C=CC=CC=2)C=CC=CC=1.O[C@@H:30]1[CH2:35][CH2:34][CH2:33][C@H:32]([C:36]#[N:37])[CH2:31]1.N(C(OCC)=O)=NC(OCC)=O, predict the reaction product. (2) Given the reactants [C:1]([O:5][C:6]([N:8]1C[C@@H](CN(C(C)C)C(C2C=C3C(C(C)=CN3CCCOC)=CC=2)=O)[C@H](C=O)C1)=[O:7])(C)(C)[CH3:2].[CH3:37]N.[CH3:39][OH:40].[BH4-].[Na+], predict the reaction product. The product is: [CH3:2][CH2:1][O:5][C:6]([CH3:37])=[O:7].[CH3:39][OH:40].[NH4+:8].[OH-:5]. (3) Given the reactants CS(OCCC[C:9]1[CH:18]=[CH:17][C:16]2[C:11](=[CH:12][C:13]([O:23][CH3:24])=[C:14]([O:21][CH3:22])[C:15]=2[O:19][CH3:20])[CH:10]=1)(=O)=O.[NH:25]1[CH2:30][CH2:29][NH:28][CH2:27][CH2:26]1, predict the reaction product. The product is: [CH3:20][O:19][C:15]1[C:14]([O:21][CH3:22])=[C:13]([O:23][CH3:24])[CH:12]=[C:11]2[C:16]=1[CH:17]=[CH:18][C:9]([CH2:10][CH2:9][CH2:18][N:25]1[CH2:30][CH2:29][N:28]([CH2:12][CH2:11][CH2:16][C:9]3[CH:18]=[CH:17][C:16]4[C:11](=[CH:12][C:13]([O:23][CH3:24])=[C:14]([O:21][CH3:22])[C:15]=4[O:19][CH3:20])[CH:10]=3)[CH2:27][CH2:26]1)=[CH:10]2. (4) Given the reactants [Br:1][C:2]1[C:3]([C@@H:10]([NH:20][C:21](=[O:39])[CH2:22][N:23]2[C:31]3[C:30]([F:33])([F:32])[CH2:29][CH2:28][C:27]([F:35])([F:34])[C:26]=3[C:25]([CH:36]([F:38])[F:37])=[N:24]2)[CH2:11][C:12]2[CH:17]=[C:16]([F:18])[CH:15]=[C:14]([F:19])[CH:13]=2)=[N:4][C:5]([NH:8][CH3:9])=[N:6][CH:7]=1.BrC1C([C@@H](NC(=O)CN2C3C(F)(F)CCC(F)(F)C=3C(C(F)F)=N2)CC2C=C(F)C=C(F)C=2)=NC(S(C)(=O)=O)=NC=1.C(O)(=O)C(O)=O.[CH2:87]1[C:90]2(CN[CH2:91]2)[CH2:89][O:88]1.[CH2:87]1[C:90]2(CN[CH2:91]2)[CH2:89][O:88]1, predict the reaction product. The product is: [Br:1][C:2]1[C:3]([C@@H:10]([NH:20][C:21](=[O:39])[CH2:22][N:23]2[C:31]3[C:30]([F:33])([F:32])[CH2:29][CH2:28][C:27]([F:34])([F:35])[C:26]=3[C:25]([CH:36]([F:37])[F:38])=[N:24]2)[CH2:11][C:12]2[CH:13]=[C:14]([F:19])[CH:15]=[C:16]([F:18])[CH:17]=2)=[N:4][C:5]([N:8]2[CH2:91][C:90]3([CH2:89][O:88][CH2:87]3)[CH2:9]2)=[N:6][CH:7]=1. (5) Given the reactants [Li+].[OH-].C[O:4][C:5]([CH:7]1[CH2:12][CH2:11][N:10]([C:13]2[CH:18]=[CH:17][CH:16]=[CH:15][CH:14]=2)[CH2:9][CH2:8]1)=[O:6], predict the reaction product. The product is: [C:13]1([N:10]2[CH2:11][CH2:12][CH:7]([C:5]([OH:6])=[O:4])[CH2:8][CH2:9]2)[CH:14]=[CH:15][CH:16]=[CH:17][CH:18]=1.